Predict the reactants needed to synthesize the given product. From a dataset of Full USPTO retrosynthesis dataset with 1.9M reactions from patents (1976-2016). (1) Given the product [C:10]([O:9][C:8]([NH:7][C@@H:3]1[CH2:4][CH2:5][CH2:6][N:1]([C:22]([O:23][CH2:24][C:25]2[CH:30]=[CH:29][CH:28]=[CH:27][CH:26]=2)=[O:31])[CH2:2]1)=[O:14])([CH3:11])([CH3:13])[CH3:12], predict the reactants needed to synthesize it. The reactants are: [NH:1]1[CH2:6][CH2:5][CH2:4][C@@H:3]([NH:7][C:8](=[O:14])[O:9][C:10]([CH3:13])([CH3:12])[CH3:11])[CH2:2]1.C(N(CC)CC)C.[C:22](Cl)(=[O:31])[O:23][CH2:24][C:25]1[CH:30]=[CH:29][CH:28]=[CH:27][CH:26]=1. (2) Given the product [CH3:1][C:2]1[CH:3]=[C:4]([CH:45]=[CH:46][CH:47]=1)[CH2:5][NH:6][C:7]1[N:12]=[CH:11][N:10]=[C:9]([C:13]2[CH:18]=[C:17]([N:19]3[CH2:20][CH2:21][CH2:22][CH2:23][CH2:24]3)[CH:16]=[CH:15][C:14]=2[NH:25][C:26]([C:28]2[CH:29]=[C:30]([CH:42]=[CH:43][CH:44]=2)[CH2:31][S:32][CH2:33][CH2:34][C:35]([OH:37])=[O:36])=[O:27])[CH:8]=1, predict the reactants needed to synthesize it. The reactants are: [CH3:1][C:2]1[CH:3]=[C:4]([CH:45]=[CH:46][CH:47]=1)[CH2:5][NH:6][C:7]1[N:12]=[CH:11][N:10]=[C:9]([C:13]2[CH:18]=[C:17]([N:19]3[CH2:24][CH2:23][CH2:22][CH2:21][CH2:20]3)[CH:16]=[CH:15][C:14]=2[NH:25][C:26]([C:28]2[CH:29]=[C:30]([CH:42]=[CH:43][CH:44]=2)[CH2:31][S:32][CH2:33][CH2:34][C:35]([O:37]C(C)(C)C)=[O:36])=[O:27])[CH:8]=1.FC(F)(F)C(O)=O. (3) Given the product [NH2:8][CH2:7][C:6]1[CH:9]=[C:2]([F:1])[CH:3]=[CH:4][C:5]=1[O:10][C:11]1[CH:12]=[C:13]2[C:17](=[CH:18][CH:19]=1)[N:16]([CH2:20][CH2:21][OH:22])[N:15]=[CH:14]2, predict the reactants needed to synthesize it. The reactants are: [F:1][C:2]1[CH:3]=[CH:4][C:5]([O:10][C:11]2[CH:12]=[C:13]3[C:17](=[CH:18][CH:19]=2)[N:16]([CH2:20][CH2:21][OH:22])[N:15]=[CH:14]3)=[C:6]([CH:9]=1)[C:7]#[N:8].[BH4-].[Na+].C([O-])([O-])=O.[Na+].[Na+]. (4) The reactants are: [CH3:1][S:2]([O-:5])(=[O:4])=[O:3].[CH3:6][NH3+:7].[C:8]([C:11]1[S:12][CH:13]=[CH:14][CH:15]=1)(=[O:10])[CH3:9].[CH2:16]=O. Given the product [S:2]([OH:5])(=[O:4])(=[O:3])[CH3:1].[CH3:6][NH:7][CH2:16][CH2:9][C:8]([C:11]1[S:12][CH:13]=[CH:14][CH:15]=1)=[O:10], predict the reactants needed to synthesize it. (5) Given the product [C:1]([O:5][C:6]([N:8]1[CH2:12][CH:11]([O:13][CH2:32][C:31]2[CH:34]=[CH:35][C:28]([F:27])=[CH:29][CH:30]=2)[CH:10]2[N:14]([C:17]([O:19][CH2:20][C:21]3[CH:26]=[CH:25][CH:24]=[CH:23][CH:22]=3)=[O:18])[CH2:15][CH2:16][CH:9]12)=[O:7])([CH3:4])([CH3:2])[CH3:3], predict the reactants needed to synthesize it. The reactants are: [C:1]([O:5][C:6]([N:8]1[CH2:12][CH:11]([OH:13])[CH:10]2[N:14]([C:17]([O:19][CH2:20][C:21]3[CH:26]=[CH:25][CH:24]=[CH:23][CH:22]=3)=[O:18])[CH2:15][CH2:16][CH:9]12)=[O:7])([CH3:4])([CH3:3])[CH3:2].[F:27][C:28]1[CH:35]=[CH:34][C:31]([CH2:32]Br)=[CH:30][CH:29]=1.[H-].[Na+]. (6) Given the product [CH2:1]([C:13]1[CH:18]=[CH:17][C:16]([S:19]([NH:23][C:24]2[S:25][C:26]([CH2:29][OH:30])=[N:27][N:28]=2)(=[O:21])=[O:20])=[CH:15][CH:14]=1)[CH2:2][CH2:3][CH2:4][CH2:5][CH2:6][CH2:7][CH2:8][CH2:9][CH2:10][CH2:11][CH3:12], predict the reactants needed to synthesize it. The reactants are: [CH2:1]([C:13]1[CH:18]=[CH:17][C:16]([S:19](Cl)(=[O:21])=[O:20])=[CH:15][CH:14]=1)[CH2:2][CH2:3][CH2:4][CH2:5][CH2:6][CH2:7][CH2:8][CH2:9][CH2:10][CH2:11][CH3:12].[NH2:23][C:24]1[S:25][C:26]([CH2:29][OH:30])=[N:27][N:28]=1.Cl. (7) Given the product [NH2:26][C:27]1[S:28][C:29]([C:25]2[C:3]3[C:4](=[CH:5][C:6]([O:11][CH2:12][CH2:13][CH2:14][N:15]4[CH2:16][CH2:17][O:18][CH2:19][CH2:20]4)=[C:7]([O:9][CH3:10])[CH:8]=3)[N:21]=[CH:22][N:23]=2)=[CH:30][N:31]=1, predict the reactants needed to synthesize it. The reactants are: C([C:3]1[CH:8]=[C:7]([O:9][CH3:10])[C:6]([O:11][CH2:12][CH2:13][CH2:14][N:15]2[CH2:20][CH2:19][O:18][CH2:17][CH2:16]2)=[CH:5][C:4]=1[N:21]=[CH:22][N:23]([CH3:25])C)#N.[NH2:26][C:27]1[S:28][CH:29]=[CH:30][N:31]=1. (8) The reactants are: C1(C[N:8]2[CH2:13][CH2:12][CH:11]([C:14]3[CH:19]=[CH:18][C:17]([NH:20][C:21]([C:23]4[C:24]([C:29]5[CH:34]=[CH:33][C:32]([C:35]([F:38])([F:37])[F:36])=[CH:31][CH:30]=5)=[CH:25][CH:26]=[CH:27][CH:28]=4)=[O:22])=[CH:16][CH:15]=3)[CH2:10][CH2:9]2)C=CC=CC=1.[H][H].C[OH:42]. Given the product [C:21]([OH:42])(=[O:22])[CH3:23].[NH:8]1[CH2:13][CH2:12][CH:11]([C:14]2[CH:19]=[CH:18][C:17]([NH:20][C:21]([C:23]3[C:24]([C:29]4[CH:30]=[CH:31][C:32]([C:35]([F:36])([F:37])[F:38])=[CH:33][CH:34]=4)=[CH:25][CH:26]=[CH:27][CH:28]=3)=[O:22])=[CH:16][CH:15]=2)[CH2:10][CH2:9]1, predict the reactants needed to synthesize it. (9) Given the product [CH2:7]([O:1][CH2:2][CH:3]([CH2:5][OH:6])[OH:4])[CH2:8][CH2:9][CH2:10][CH2:11][CH2:12][CH2:13][CH3:14].[CH3:2][CH2:3][O:16][CH2:7][CH3:8], predict the reactants needed to synthesize it. The reactants are: [OH:1][CH2:2][CH:3]([CH2:5][OH:6])[OH:4].[C:7]([OH:16])(=O)[CH2:8][CH2:9][CH2:10][CH2:11][CH2:12][CH2:13][CH3:14]. (10) The reactants are: [OH:1][C:2]1[C:19]2[CH2:18][CH2:17][C@:16]([OH:23])([C@@H:20]([OH:22])[CH3:21])[CH2:15][C:14]=2[C:13]([OH:24])=[C:12]2[C:3]=1[C:4](=[O:26])[C:5]1[CH:6]=[CH:7][CH:8]=[CH:9][C:10]=1[C:11]2=[O:25].CC(OI1(OC(C)=O)(OC(C)=O)OC(=O)C2C=CC=CC1=2)=O.C([O-])(O)=O.[Na+].CCOC(C)=O. Given the product [C:20]([C@:16]1([OH:23])[CH2:15][C:14]2[C:13]([OH:24])=[C:12]3[C:3]([C:4](=[O:26])[C:5]4[CH:6]=[CH:7][CH:8]=[CH:9][C:10]=4[C:11]3=[O:25])=[C:2]([OH:1])[C:19]=2[CH2:18][CH2:17]1)(=[O:22])[CH3:21], predict the reactants needed to synthesize it.